Task: Predict the product of the given reaction.. Dataset: Forward reaction prediction with 1.9M reactions from USPTO patents (1976-2016) (1) Given the reactants [CH3:1][O:2][C:3]1[CH:4]=[C:5]([CH2:9][C:10]#[N:11])[CH:6]=[CH:7][CH:8]=1.[H-].[Na+].[C:14]1([CH2:20][C:21](OC)=[O:22])[CH:19]=[CH:18][CH:17]=[CH:16][CH:15]=1, predict the reaction product. The product is: [CH3:1][O:2][C:3]1[CH:4]=[C:5]([CH:9]([C:21](=[O:22])[CH2:20][C:14]2[CH:19]=[CH:18][CH:17]=[CH:16][CH:15]=2)[C:10]#[N:11])[CH:6]=[CH:7][CH:8]=1. (2) Given the reactants Cl[C:2]1[CH:7]=[CH:6][C:5]([N+:8]([O-:10])=[O:9])=[CH:4][N:3]=1.[C:11]([C:13]1([C:16]2[CH:17]=[C:18]([CH:30]=[CH:31][CH:32]=2)[C:19]([NH:21][C:22]2[CH:27]=[C:26]([OH:28])[CH:25]=[CH:24][C:23]=2[CH3:29])=[O:20])[CH2:15][CH2:14]1)#[N:12].C(=O)([O-])[O-].[K+].[K+], predict the reaction product. The product is: [C:11]([C:13]1([C:16]2[CH:17]=[C:18]([CH:30]=[CH:31][CH:32]=2)[C:19]([NH:21][C:22]2[CH:27]=[C:26]([O:28][C:2]3[CH:7]=[CH:6][C:5]([N+:8]([O-:10])=[O:9])=[CH:4][N:3]=3)[CH:25]=[CH:24][C:23]=2[CH3:29])=[O:20])[CH2:15][CH2:14]1)#[N:12]. (3) The product is: [CH:1]1([N:5]2[CH2:11][CH2:10][C:9]3[CH:12]=[CH:13][C:14]([CH:16]4[CH2:21][CH2:20][N:19]([C:35]([C:34]5[CH:38]=[CH:39][C:31]([C:29]#[N:30])=[CH:32][CH:33]=5)=[O:36])[CH2:18][CH2:17]4)=[CH:15][C:8]=3[CH2:7][CH2:6]2)[CH2:4][CH2:3][CH2:2]1. Given the reactants [CH:1]1([N:5]2[CH2:11][CH2:10][C:9]3[CH:12]=[CH:13][C:14]([CH:16]4[CH2:21][CH2:20][NH:19][CH2:18][CH2:17]4)=[CH:15][C:8]=3[CH2:7][CH2:6]2)[CH2:4][CH2:3][CH2:2]1.C(N(CC)CC)C.[C:29]([C:31]1[CH:39]=[CH:38][C:34]([C:35](Cl)=[O:36])=[CH:33][CH:32]=1)#[N:30], predict the reaction product. (4) The product is: [C:2]1([NH:1][C:19](=[O:20])[CH2:18][Br:17])[CH:7]=[CH:6][CH:5]=[CH:4][CH:3]=1. Given the reactants [NH2:1][C:2]1[CH:7]=[CH:6][CH:5]=[CH:4][CH:3]=1.C(N(CC)C(C)C)(C)C.[Br:17][CH2:18][C:19](Br)=[O:20], predict the reaction product. (5) Given the reactants [CH:1]([C:4]1[N:9]=[C:8]([C:10]2[CH:15]=[CH:14][C:13]([C:16]([F:19])([F:18])[F:17])=[CH:12][CH:11]=2)[C:7]([C:20]([OH:22])=O)=[CH:6][N:5]=1)([CH3:3])[CH3:2].[NH2:23][C:24]1[CH:29]=[CH:28][C:27]([N:30]([CH2:38][CH2:39][C:40]2[CH:45]=[CH:44][CH:43]=[CH:42][N:41]=2)C(=O)OC(C)(C)C)=[CH:26][CH:25]=1.O.ON1C2C=CC=CC=2N=N1.Cl.CN(C)CCCN=C=NCC, predict the reaction product. The product is: [CH:1]([C:4]1[N:9]=[C:8]([C:10]2[CH:11]=[CH:12][C:13]([C:16]([F:18])([F:17])[F:19])=[CH:14][CH:15]=2)[C:7]([C:20]([NH:23][C:24]2[CH:25]=[CH:26][C:27]([NH:30][CH2:38][CH2:39][C:40]3[CH:45]=[CH:44][CH:43]=[CH:42][N:41]=3)=[CH:28][CH:29]=2)=[O:22])=[CH:6][N:5]=1)([CH3:3])[CH3:2]. (6) Given the reactants [CH3:1][C@@H:2]([CH2:7][CH3:8])[CH2:3][C:4](=O)[CH3:5].[CH3:9][C:10]([S@@:13]([NH2:15])=[O:14])([CH3:12])[CH3:11], predict the reaction product. The product is: [CH3:5][C:4](=[N:15][S@:13]([C:10]([CH3:12])([CH3:11])[CH3:9])=[O:14])[CH2:3][C@@H:2]([CH3:1])[CH2:7][CH3:8]. (7) Given the reactants CC1(C)C(C)(C)OB([C:9]2[CH:14]=[CH:13][C:12]([C:15]3[CH:20]=[CH:19][C:18]([C:21]4([C:24]([O:26][CH3:27])=[O:25])[CH2:23][CH2:22]4)=[CH:17][CH:16]=3)=[CH:11][CH:10]=2)O1.Br[C:30]1[CH:31]=[N:32][N:33]([CH3:36])[C:34]=1[NH2:35].CC(C1C=C(C(C)C)C(C2C=CC=CC=2P(C2CCCCC2)C2CCCCC2)=C(C(C)C)C=1)C.[O-]P([O-])([O-])=O.[K+].[K+].[K+], predict the reaction product. The product is: [CH3:27][O:26][C:24]([C:21]1([C:18]2[CH:19]=[CH:20][C:15]([C:12]3[CH:11]=[CH:10][C:9]([C:30]4[CH:31]=[N:32][N:33]([CH3:36])[C:34]=4[NH2:35])=[CH:14][CH:13]=3)=[CH:16][CH:17]=2)[CH2:23][CH2:22]1)=[O:25].